From a dataset of Tox21: 12 toxicity assays (nuclear receptors and stress response pathways). Binary classification across 12 toxicity assays. (1) The compound is CNC[C@H](O)[C@@H](O)[C@@H](O)[C@H](O)CO.Cc1c(Nc2ncccc2C(=O)O)cccc1C(F)(F)F. It tested positive (active) for: SR-MMP (Mitochondrial Membrane Potential disruption). (2) It tested positive (active) for: SR-ARE (Antioxidant Response Element (oxidative stress)). The compound is Cc1nnc(SCC2=C(C(=O)O)N3C(=O)[C@@H](NC(=O)Cn4cnnn4)[C@H]3SC2)s1. (3) The drug is Cc1cc(C)cc(C)c1. It tested positive (active) for: NR-AR (Androgen Receptor agonist activity). (4) The compound is CO/N=C(/C1=NOCCO1)c1ccccc1Oc1ncnc(Oc2ccccc2Cl)c1F. It tested positive (active) for: SR-ARE (Antioxidant Response Element (oxidative stress)), and SR-MMP (Mitochondrial Membrane Potential disruption). (5) The drug is CCC(=O)N(c1ccccc1)C1CCN(C(C)Cc2cccs2)CC1. It tested positive (active) for: SR-ARE (Antioxidant Response Element (oxidative stress)). (6) The drug is O=C(/C=C/c1ccc([N+](=O)[O-])cc1)c1ccccc1. It tested positive (active) for: SR-ATAD5 (ATAD5 genotoxicity (DNA damage)).